Dataset: Forward reaction prediction with 1.9M reactions from USPTO patents (1976-2016). Task: Predict the product of the given reaction. (1) Given the reactants [Si]([O:8][C@H:9]([C:48]1[CH:53]=[CH:52][C:51]([OH:54])=[C:50]([CH2:55][OH:56])[CH:49]=1)[CH2:10][NH:11][CH2:12][CH2:13][C:14]1[CH:19]=[CH:18][C:17]([O:20][CH2:21][CH2:22][CH2:23][CH2:24][C:25]2[CH:30]=[CH:29][C:28]([OH:31])=[C:27]([C@@H:32]([C:42]3[CH:47]=[CH:46][CH:45]=[CH:44][CH:43]=3)[CH2:33][CH2:34][N:35]([CH:39]([CH3:41])[CH3:40])[CH:36]([CH3:38])[CH3:37])[CH:26]=2)=[CH:16][CH:15]=1)(C(C)(C)C)(C)C.O.[F-].[NH4+], predict the reaction product. The product is: [NH3:11].[CH:39]([N:35]([CH:36]([CH3:38])[CH3:37])[CH2:34][CH2:33][C@@H:32]([C:27]1[CH:26]=[C:25]([CH2:24][CH2:23][CH2:22][CH2:21][O:20][C:17]2[CH:16]=[CH:15][C:14]([CH2:13][CH2:12][NH:11][CH2:10][C@H:9]([OH:8])[C:48]3[CH:53]=[CH:52][C:51]([OH:54])=[C:50]([CH2:55][OH:56])[CH:49]=3)=[CH:19][CH:18]=2)[CH:30]=[CH:29][C:28]=1[OH:31])[C:42]1[CH:43]=[CH:44][CH:45]=[CH:46][CH:47]=1)([CH3:41])[CH3:40]. (2) Given the reactants [I-].ClC1C=CC=C[N+]=1C.[CH2:10]([O:12][C:13](=[O:23])[NH:14][C:15]([N:17]1[CH2:22][CH2:21][O:20][CH2:19][CH2:18]1)=S)[CH3:11].Cl.Cl.[NH2:26][CH:27]([CH2:40][CH:41]1[CH2:46][CH2:45][CH2:44][CH2:43][CH2:42]1)[C:28]([NH:30][C:31]1([C:38]#[N:39])[CH2:36][CH2:35][N:34]([CH3:37])[CH2:33][CH2:32]1)=[O:29].C(N(CC)C(C)C)(C)C, predict the reaction product. The product is: [CH2:10]([O:12][C:13](=[O:23])[N:14]=[C:15]([NH:26][CH:27]([C:28](=[O:29])[NH:30][C:31]1([C:38]#[N:39])[CH2:32][CH2:33][N:34]([CH3:37])[CH2:35][CH2:36]1)[CH2:40][CH:41]1[CH2:46][CH2:45][CH2:44][CH2:43][CH2:42]1)[N:17]1[CH2:22][CH2:21][O:20][CH2:19][CH2:18]1)[CH3:11]. (3) Given the reactants C(=O)([O-])[O-].[K+].[K+].[CH3:7][O:8][C:9](=[O:34])[CH2:10][CH2:11][CH2:12][CH2:13][CH2:14][NH:15][C:16]1[C:17]2[C:24]([C:25]3[CH:30]=[CH:29][C:28]([O:31][CH3:32])=[CH:27][CH:26]=3)=[C:23](Br)[O:22][C:18]=2[N:19]=[CH:20][N:21]=1.[CH:35]([C:37]1[CH:42]=[CH:41][CH:40]=[CH:39][C:38]=1B(O)O)=[CH2:36], predict the reaction product. The product is: [CH3:7][O:8][C:9](=[O:34])[CH2:10][CH2:11][CH2:12][CH2:13][CH2:14][NH:15][C:16]1[C:17]2[C:24]([C:25]3[CH:30]=[CH:29][C:28]([O:31][CH3:32])=[CH:27][CH:26]=3)=[C:23]([C:38]3[CH:39]=[CH:40][CH:41]=[CH:42][C:37]=3[CH:35]=[CH2:36])[O:22][C:18]=2[N:19]=[CH:20][N:21]=1. (4) The product is: [Cl:23][C:18]1[CH:17]=[C:16]([NH:15][C:8]2[C:7]3[C:12](=[CH:13][CH:14]=[C:5]([OH:4])[CH:6]=3)[N:11]=[CH:10][N:9]=2)[CH:21]=[CH:20][C:19]=1[F:22]. Given the reactants C([O:4][C:5]1[CH:6]=[C:7]2[C:12](=[CH:13][CH:14]=1)[N:11]=[CH:10][N:9]=[C:8]2[NH:15][C:16]1[CH:21]=[CH:20][C:19]([F:22])=[C:18]([Cl:23])[CH:17]=1)(=O)C.O.[OH-].[Li+].O.C(O)(=O)C, predict the reaction product. (5) Given the reactants [NH:1]1[CH2:4][CH2:3][CH2:2]1.C[O-].[Na+].[Cl:8][C:9]1[N:14]=[C:13](Cl)[CH:12]=[C:11]([CH2:16][O:17][CH2:18][CH:19]2[CH2:21][CH2:20]2)[N:10]=1, predict the reaction product. The product is: [N:1]1([C:13]2[CH:12]=[C:11]([CH2:16][O:17][CH2:18][CH:19]3[CH2:20][CH2:21]3)[N:10]=[C:9]([Cl:8])[N:14]=2)[CH2:4][CH2:3][CH2:2]1.